This data is from Full USPTO retrosynthesis dataset with 1.9M reactions from patents (1976-2016). The task is: Predict the reactants needed to synthesize the given product. (1) Given the product [CH:14]([N:4]1[C:5]([CH2:7][CH2:8][C:9]([O:11][CH2:12][CH3:13])=[O:10])=[CH:6][C:2]([O:1][C:20]2[CH:29]=[CH:28][C:27]3[C:22](=[CH:23][CH:24]=[CH:25][CH:26]=3)[N:21]=2)=[N:3]1)([CH3:15])[CH3:16], predict the reactants needed to synthesize it. The reactants are: [OH:1][C:2]1[CH:6]=[C:5]([CH2:7][CH2:8][C:9]([O:11][CH2:12][CH3:13])=[O:10])[N:4]([CH:14]([CH3:16])[CH3:15])[N:3]=1.[H-].[Na+].Cl[C:20]1[CH:29]=[CH:28][C:27]2[C:22](=[CH:23][CH:24]=[CH:25][CH:26]=2)[N:21]=1.O. (2) Given the product [CH2:36]([O:31][C:8]1[N:7]=[CH:6][CH:5]=[C:4]2[C:9]=1[CH:10]([C:19]1[CH:20]=[CH:21][CH:22]=[C:23]3[C:28]=1[O:27][C:26]([CH3:29])=[CH:25][C:24]3=[O:30])[C:11]([C:12]([NH2:39])=[O:13])=[C:2]([CH3:1])[NH:3]2)[CH3:32], predict the reactants needed to synthesize it. The reactants are: [CH3:1][C:2]1[NH:3][C:4]2[CH:5]=[CH:6][NH:7][C:8](=[O:31])[C:9]=2[CH:10]([C:19]2[CH:20]=[CH:21][CH:22]=[C:23]3[C:28]=2[O:27][C:26]([CH3:29])=[CH:25][C:24]3=[O:30])[C:11]=1[C:12](OCCC#N)=[O:13].[CH2:32]1[CH2:36]OCC1.C(N1C=CN=C1)([N:39]1C=CN=C1)=O.N. (3) Given the product [Cl:10][C:11]1[N:12]=[N+:13]([O-:18])[C:14]([S:7][CH:1]2[CH2:6][CH2:5][CH2:4][CH2:3][CH2:2]2)=[CH:15][CH:16]=1, predict the reactants needed to synthesize it. The reactants are: [CH:1]1([SH:7])[CH2:6][CH2:5][CH2:4][CH2:3][CH2:2]1.[OH-].[Na+].[Cl:10][C:11]1[N:12]=[N+:13]([O-:18])[C:14](Cl)=[CH:15][CH:16]=1.